This data is from Forward reaction prediction with 1.9M reactions from USPTO patents (1976-2016). The task is: Predict the product of the given reaction. (1) Given the reactants [CH:1]1[C:13]2[N:12]([C:14]3[CH:19]=[CH:18][C:17]([C:20](=[O:22])[CH3:21])=[CH:16][CH:15]=3)[C:11]3[C:6](=[CH:7][CH:8]=[CH:9][CH:10]=3)[C:5]=2[CH:4]=[CH:3][CH:2]=1.[F:23][C:24]1[CH:32]=[CH:31][C:27]([C:28](Cl)=[O:29])=[CH:26][CH:25]=1.[Al+3].[Cl-].[Cl-].[Cl-].[C:37](Cl)(=[O:39])[CH3:38], predict the reaction product. The product is: [C:37]([C:8]1[CH:9]=[CH:10][C:11]2[N:12]([C:14]3[CH:15]=[CH:16][C:17]([C:20](=[O:22])[CH3:21])=[CH:18][CH:19]=3)[C:13]3[C:5]([C:6]=2[CH:7]=1)=[CH:4][C:3]([C:28](=[O:29])[C:27]1[CH:31]=[CH:32][C:24]([F:23])=[CH:25][CH:26]=1)=[CH:2][CH:1]=3)(=[O:39])[CH3:38]. (2) Given the reactants C([Li])CCC.Br[C:7]1[CH:8]=[N:9][CH:10]=[C:11]([Br:13])[CH:12]=1.[CH3:14][C:15]1[CH:16]=[N:17][N:18]([CH2:20][C:21]2[CH:28]=[CH:27][C:24]([CH:25]=[O:26])=[CH:23][CH:22]=2)[CH:19]=1, predict the reaction product. The product is: [Br:13][C:11]1[CH:12]=[C:7]([CH:25]([C:24]2[CH:23]=[CH:22][C:21]([CH2:20][N:18]3[CH:19]=[C:15]([CH3:14])[CH:16]=[N:17]3)=[CH:28][CH:27]=2)[OH:26])[CH:8]=[N:9][CH:10]=1. (3) Given the reactants [CH:1]1([NH:7][CH:8]2[CH2:13][CH2:12][CH2:11][CH2:10][CH2:9]2)[CH2:6][CH2:5][CH2:4][CH2:3][CH2:2]1.[C:14]([CH2:17][C:18]1([CH3:45])[CH2:23][CH2:22][C:21]2[C:24]([CH3:44])=[C:25]([S:32]([NH:35][C:36](=[NH:43])[C:37]3[CH:42]=[CH:41][CH:40]=[CH:39][CH:38]=3)(=[O:34])=[O:33])[C:26]3[CH2:27][CH2:28][CH2:29][CH2:30][C:31]=3[C:20]=2[O:19]1)([OH:16])=[O:15], predict the reaction product. The product is: [CH:8]1([NH:7][CH:1]2[CH2:2][CH2:3][CH2:4][CH2:5][CH2:6]2)[CH2:9][CH2:10][CH2:11][CH2:12][CH2:13]1.[C:14]([CH2:17][C:18]1([CH3:45])[CH2:23][CH2:22][C:21]2[C:24]([CH3:44])=[C:25]([S:32]([NH:35][C:36](=[NH:43])[C:37]3[CH:42]=[CH:41][CH:40]=[CH:39][CH:38]=3)(=[O:33])=[O:34])[C:26]3[CH2:27][CH2:28][CH2:29][CH2:30][C:31]=3[C:20]=2[O:19]1)([OH:16])=[O:15]. (4) Given the reactants [CH2:1]([NH:5][C:6](=[O:18])[C@@H:7]([NH:10]C(=O)OC(C)(C)C)[CH2:8][CH3:9])[CH:2]([CH3:4])[CH3:3], predict the reaction product. The product is: [NH2:10][C@@H:7]([CH2:8][CH3:9])[C:6]([NH:5][CH2:1][CH:2]([CH3:3])[CH3:4])=[O:18]. (5) Given the reactants [NH2:1][C:2]1[CH:7]=[CH:6][C:5]([CH3:8])=[CH:4][C:3]=1[C:9]([CH:11]1[CH2:13][CH2:12]1)=[O:10].CON(C)[C:17]([CH:19]1CCCC[CH2:20]1)=O, predict the reaction product. The product is: [NH2:1][C:2]1[CH:7]=[CH:6][C:5]([CH3:8])=[CH:4][C:3]=1[C:9]([CH:11]1[CH2:13][CH2:12][CH2:20][CH2:19][CH2:17]1)=[O:10]. (6) Given the reactants C(N(C)[C:9]([Cl:11])=[O:10])C1C=CC=CC=1.[CH:13]1([NH:16][C:17]2[CH:22]=[CH:21][CH:20]=[CH:19][CH:18]=2)[CH2:15][CH2:14]1.CC#N.O.CC#N, predict the reaction product. The product is: [C:17]1([N:16]([CH:13]2[CH2:15][CH2:14]2)[C:9]([Cl:11])=[O:10])[CH:22]=[CH:21][CH:20]=[CH:19][CH:18]=1. (7) Given the reactants Cl.[C:2]1([C:8]2([NH2:11])[CH2:10][CH2:9]2)[CH:7]=[CH:6][CH:5]=[CH:4][CH:3]=1.C(N(C(C)C)CC)(C)C.[F:21][CH:22]([F:55])[O:23][C:24]1[N:32]=[C:31]([CH3:33])[C:30]([C:34]2[CH:39]=[CH:38][N:37]3[N:40]=[C:41]([C:47]4[CH:52]=[CH:51][C:50]([F:53])=[CH:49][CH:48]=4)[C:42]([C:43](=[O:46])[NH:44][CH3:45])=[C:36]3[C:35]=2[F:54])=[CH:29][C:25]=1[C:26]([OH:28])=[O:27].CN(C(ON1N=NC2C=CC=NC1=2)=[N+](C)C)C.F[P-](F)(F)(F)(F)F, predict the reaction product. The product is: [C:26]([O-:28])(=[O:27])[CH3:25].[NH4+:11].[F:55][CH:22]([F:21])[O:23][C:24]1[N:32]=[C:31]([CH3:33])[C:30]([C:34]2[CH:39]=[CH:38][N:37]3[N:40]=[C:41]([C:47]4[CH:52]=[CH:51][C:50]([F:53])=[CH:49][CH:48]=4)[C:42]([C:43]([NH:44][CH3:45])=[O:46])=[C:36]3[C:35]=2[F:54])=[CH:29][C:25]=1[C:26](=[O:27])[NH:11][C:8]1([C:2]2[CH:7]=[CH:6][CH:5]=[CH:4][CH:3]=2)[CH2:10][CH2:9]1.